This data is from Forward reaction prediction with 1.9M reactions from USPTO patents (1976-2016). The task is: Predict the product of the given reaction. (1) Given the reactants Br[CH2:2][CH2:3][CH2:4][O:5][CH:6]1[CH2:11][CH2:10][CH2:9][CH2:8][O:7]1.[OH:12][C:13]1[CH:20]=[CH:19][C:16]([CH:17]=[O:18])=[CH:15][CH:14]=1.C(=O)([O-])[O-].[K+].[K+].O, predict the reaction product. The product is: [O:7]1[CH2:8][CH2:9][CH2:10][CH2:11][CH:6]1[O:5][CH2:4][CH2:3][CH2:2][O:12][C:13]1[CH:20]=[CH:19][C:16]([CH:17]=[O:18])=[CH:15][CH:14]=1. (2) Given the reactants [Cl:1][C:2]1[CH:3]=[CH:4][C:5]([N+:11]([O-:13])=[O:12])=[C:6]([CH:10]=1)[C:7]([OH:9])=O.S(Cl)(Cl)=O.CN(C)C=O.[CH:23]1([CH:26]([NH2:28])[CH3:27])[CH2:25][CH2:24]1, predict the reaction product. The product is: [Cl:1][C:2]1[CH:3]=[CH:4][C:5]([N+:11]([O-:13])=[O:12])=[C:6]([CH:10]=1)[C:7]([NH:28][CH:26]([CH:23]1[CH2:25][CH2:24]1)[CH3:27])=[O:9]. (3) Given the reactants [Cl:1][C:2]1[CH:7]=[CH:6][C:5]([OH:8])=[CH:4][CH:3]=1.[C:9](O)([CH3:12])([CH3:11])[CH3:10].S(=O)(=O)(O)O, predict the reaction product. The product is: [C:9]([C:6]1[CH:7]=[C:2]([Cl:1])[CH:3]=[CH:4][C:5]=1[OH:8])([CH3:12])([CH3:11])[CH3:10]. (4) Given the reactants [Br:1][C:2]1[CH:7]=[CH:6][C:5]([C:8]2[CH2:12][CH:11](NC)[O:10][N:9]=2)=[CH:4][C:3]=1[F:15].[CH2:16]([N:18]([CH2:21]C)CC)[CH3:17].ClCCl.C(Cl)(=[O:28])C, predict the reaction product. The product is: [Br:1][C:2]1[CH:7]=[CH:6][C:5]([C:8]2[CH2:12][CH:11]([CH2:21][NH:18][C:16](=[O:28])[CH3:17])[O:10][N:9]=2)=[CH:4][C:3]=1[F:15]. (5) Given the reactants [CH3:1][O:2][C:3](=[O:22])[CH2:4][N:5]1[CH:9]=C(C2C=CC=C(S(C)(=O)=O)C=2)[C:7]([C:20]#[N:21])=[CH:6]1.[N+:23]([C:26]1[CH:27]=[C:28]([CH:32]=[C:33]([C:35]([F:38])([F:37])[F:36])[CH:34]=1)[C:29](O)=O)([O-:25])=[O:24], predict the reaction product. The product is: [CH3:1][O:2][C:3](=[O:22])[CH2:4][N:5]1[CH:9]=[C:29]([C:28]2[CH:32]=[C:33]([C:35]([F:38])([F:37])[F:36])[CH:34]=[C:26]([N+:23]([O-:25])=[O:24])[CH:27]=2)[C:7]([C:20]#[N:21])=[CH:6]1. (6) Given the reactants [CH3:1][O:2][C:3]1[C:8]([C:9]([OH:11])=O)=[CH:7][C:6]([C:12]([NH2:14])=[O:13])=[CH:5][CH:4]=1.[Br:15][C:16]1[CH:22]=[C:21]([Br:23])[CH:20]=[CH:19][C:17]=1[NH2:18], predict the reaction product. The product is: [Br:15][C:16]1[CH:22]=[C:21]([Br:23])[CH:20]=[CH:19][C:17]=1[NH:18][C:9](=[O:11])[C:8]1[CH:7]=[C:6]([CH:5]=[CH:4][C:3]=1[O:2][CH3:1])[C:12]([NH2:14])=[O:13]. (7) Given the reactants [Br:1]Br.[O:3]1[CH:7]=[CH:6][CH:5]=[C:4]1[C:8]1[CH:13]=[CH:12][N:11]=[CH:10][CH:9]=1, predict the reaction product. The product is: [Br:1][C:7]1[O:3][C:4]([C:8]2[CH:13]=[CH:12][N:11]=[CH:10][CH:9]=2)=[CH:5][CH:6]=1. (8) Given the reactants [CH3:1][C:2]1[CH:7]=[CH:6][NH:5][C:4](=O)[C:3]=1[N+:9]([O-:11])=[O:10].P(Br)(Br)([Br:14])=O.C(=O)([O-])[O-].[K+].[K+], predict the reaction product. The product is: [Br:14][C:4]1[C:3]([N+:9]([O-:11])=[O:10])=[C:2]([CH3:1])[CH:7]=[CH:6][N:5]=1.